Dataset: NCI-60 drug combinations with 297,098 pairs across 59 cell lines. Task: Regression. Given two drug SMILES strings and cell line genomic features, predict the synergy score measuring deviation from expected non-interaction effect. (1) Drug 1: CC1=C2C(C(=O)C3(C(CC4C(C3C(C(C2(C)C)(CC1OC(=O)C(C(C5=CC=CC=C5)NC(=O)C6=CC=CC=C6)O)O)OC(=O)C7=CC=CC=C7)(CO4)OC(=O)C)O)C)OC(=O)C. Drug 2: CCN(CC)CCNC(=O)C1=C(NC(=C1C)C=C2C3=C(C=CC(=C3)F)NC2=O)C. Cell line: SNB-75. Synergy scores: CSS=12.0, Synergy_ZIP=6.34, Synergy_Bliss=6.96, Synergy_Loewe=4.03, Synergy_HSA=6.86. (2) Drug 1: C1=CC(=CC=C1CCCC(=O)O)N(CCCl)CCCl. Drug 2: C1C(C(OC1N2C=NC(=NC2=O)N)CO)O. Cell line: SNB-19. Synergy scores: CSS=22.3, Synergy_ZIP=-11.1, Synergy_Bliss=-6.70, Synergy_Loewe=-11.5, Synergy_HSA=-3.55.